This data is from Peptide-MHC class I binding affinity with 185,985 pairs from IEDB/IMGT. The task is: Regression. Given a peptide amino acid sequence and an MHC pseudo amino acid sequence, predict their binding affinity value. This is MHC class I binding data. The peptide sequence is NAPIKTFML. The MHC is HLA-A02:01 with pseudo-sequence HLA-A02:01. The binding affinity (normalized) is 0.248.